Dataset: Full USPTO retrosynthesis dataset with 1.9M reactions from patents (1976-2016). Task: Predict the reactants needed to synthesize the given product. (1) The reactants are: [CH3:1][O:2][C:3](=[O:18])[CH2:4][C:5]1[C:6]([F:17])=[CH:7][CH:8]=[C:9]2[C:14]=1[N:13]=[C:12]([O:15][CH3:16])[CH:11]=[CH:10]2.C=O.[C:21](=O)([O-])[O-].[K+].[K+].O. Given the product [F:17][C:6]1[C:5]([C:4](=[CH2:21])[C:3]([O:2][CH3:1])=[O:18])=[C:14]2[C:9]([CH:10]=[CH:11][C:12]([O:15][CH3:16])=[N:13]2)=[CH:8][CH:7]=1, predict the reactants needed to synthesize it. (2) The reactants are: C([O:5][C:6](=[O:43])[C:7]1[CH:12]=[CH:11][CH:10]=[C:9]([CH2:13][CH:14]([NH:28][C:29](=[O:40])[CH2:30][CH:31]2[CH2:36][CH2:35][N:34]([CH2:37][C:38]#[N:39])[CH2:33][CH2:32]2)[B:15]2[O:23]C3C(C)(C4CC(C3)C4(C)C)[O:16]2)[C:8]=1OC)(C)(C)C.B(Cl)(Cl)Cl. Given the product [C:38]([CH2:37][N:34]1[CH2:35][CH2:36][CH:31]([CH2:30][C:29]([NH:28][CH:14]2[CH2:13][C:9]3[CH:10]=[CH:11][CH:12]=[C:7]([C:6]([OH:5])=[O:43])[C:8]=3[O:23][B:15]2[OH:16])=[O:40])[CH2:32][CH2:33]1)#[N:39], predict the reactants needed to synthesize it.